This data is from Full USPTO retrosynthesis dataset with 1.9M reactions from patents (1976-2016). The task is: Predict the reactants needed to synthesize the given product. (1) Given the product [Cl:4][C:5]1[CH:6]=[C:7]([CH:23]=[C:24]([Cl:26])[CH:25]=1)[O:8][C:9]1[C:10]([CH2:21][CH3:22])=[N:11][N:12]([CH2:16][C:17]2[O:18][C:2]([NH2:1])=[N:20][N:19]=2)[C:13]=1[CH2:14][CH3:15], predict the reactants needed to synthesize it. The reactants are: [N:1]#[C:2]Br.[Cl:4][C:5]1[CH:6]=[C:7]([CH:23]=[C:24]([Cl:26])[CH:25]=1)[O:8][C:9]1[C:10]([CH2:21][CH3:22])=[N:11][N:12]([CH2:16][C:17]([NH:19][NH2:20])=[O:18])[C:13]=1[CH2:14][CH3:15]. (2) Given the product [CH3:26][C:5]1[N:6]([CH2:7][CH2:8][O:9][C:10]2[CH:11]=[CH:12][C:13]([CH2:16][C@H:17]([O:23][CH2:24][CH3:25])[C:18]([OH:20])=[O:19])=[CH:14][CH:15]=2)[C:2]([CH3:1])=[CH:3][CH:4]=1, predict the reactants needed to synthesize it. The reactants are: [CH3:1][C:2]1[N:6]([CH2:7][CH2:8][O:9][C:10]2[CH:15]=[CH:14][C:13]([CH2:16][C@H:17]([O:23][CH2:24][CH3:25])[C:18]([O:20]CC)=[O:19])=[CH:12][CH:11]=2)[C:5]([C:26]2C=CC=CC=2C)=[CH:4][CH:3]=1.[OH-].[Na+]. (3) Given the product [CH3:1][NH:2][C:3](=[O:6])[CH2:4][CH2:5][NH:10][CH:7]([CH3:9])[CH3:8], predict the reactants needed to synthesize it. The reactants are: [CH3:1][NH:2][C:3](=[O:6])[CH:4]=[CH2:5].[CH:7]([NH2:10])([CH3:9])[CH3:8]. (4) Given the product [CH2:9]=[CH:8][C@@H:7]([OH:6])[CH2:10][CH2:11][CH2:12][CH2:13][CH3:14], predict the reactants needed to synthesize it. The reactants are: [OH-].[Na+].C([O:6][C@@H:7]([CH2:10][CH2:11][CH2:12][CH2:13][CH3:14])[CH:8]=[CH2:9])(=O)C.[NH4+].[Cl-]. (5) Given the product [Br:15][C:12]1[CH:13]=[CH:14][C:5]([O:4][CH2:1][CH2:2][CH3:3])=[C:6]2[C:11]=1[CH2:10][CH2:9][CH2:8][CH2:7]2, predict the reactants needed to synthesize it. The reactants are: [CH2:1]([O:4][C:5]1[CH:14]=[CH:13][CH:12]=[C:11]2[C:6]=1[CH2:7][CH2:8][CH2:9][CH2:10]2)[CH2:2][CH3:3].[Br:15]N1C(=O)CCC1=O. (6) Given the product [Br:3][C:4]1[CH:5]=[C:6]([CH:10]([CH3:13])[C:11]#[N:12])[CH:7]=[N:8][CH:9]=1, predict the reactants needed to synthesize it. The reactants are: [H-].[Na+].[Br:3][C:4]1[CH:5]=[C:6]([CH2:10][C:11]#[N:12])[CH:7]=[N:8][CH:9]=1.[CH3:13]I.